This data is from Forward reaction prediction with 1.9M reactions from USPTO patents (1976-2016). The task is: Predict the product of the given reaction. (1) Given the reactants [CH3:1][C:2]1[CH:30]=[CH:29][C:5]2[NH:6][C:7]3[CH:28]=[CH:27][CH:26]=[CH:25][C:8]=3[N:9]=[C:10]([N:11]3[CH2:16][CH2:15][NH:14][C@@H:13]([CH2:17][CH2:18][C:19]4[CH:24]=[CH:23][CH:22]=[CH:21][CH:20]=4)[CH2:12]3)[C:4]=2[CH:3]=1.C=O.[C:33](O[BH-](OC(=O)C)OC(=O)C)(=O)C.[Na+], predict the reaction product. The product is: [CH3:1][C:2]1[CH:30]=[CH:29][C:5]2[NH:6][C:7]3[CH:28]=[CH:27][CH:26]=[CH:25][C:8]=3[N:9]=[C:10]([N:11]3[CH2:16][CH2:15][N:14]([CH3:33])[C@@H:13]([CH2:17][CH2:18][C:19]4[CH:24]=[CH:23][CH:22]=[CH:21][CH:20]=4)[CH2:12]3)[C:4]=2[CH:3]=1. (2) Given the reactants [CH3:1][O:2][C:3]1[C:12]([N+:13]([O-])=O)=[C:11]2[C:6]([CH:7]=[CH:8][CH:9]=[N:10]2)=[CH:5][CH:4]=1.[Sn](Cl)Cl, predict the reaction product. The product is: [CH3:1][O:2][C:3]1[C:12]([NH2:13])=[C:11]2[C:6]([CH:7]=[CH:8][CH:9]=[N:10]2)=[CH:5][CH:4]=1. (3) Given the reactants Cl.[NH2:2][C@H:3]1[CH2:6][C@H:5]([N:7]2[C:11]3=[N:12][CH:13]=[CH:14][N:15]=[C:10]3[N:9]([CH:16]3[CH2:18][CH2:17]3)[C:8]2=[O:19])[CH2:4]1.Cl[C:21]1[S:22][C:23]2[CH:29]=[C:28]([F:30])[CH:27]=[CH:26][C:24]=2[N:25]=1.C(NC(C)C)(C)C, predict the reaction product. The product is: [CH:16]1([N:9]2[C:10]3=[N:15][CH:14]=[CH:13][N:12]=[C:11]3[N:7]([C@H:5]3[CH2:6][C@H:3]([NH:2][C:21]4[S:22][C:23]5[CH:29]=[C:28]([F:30])[CH:27]=[CH:26][C:24]=5[N:25]=4)[CH2:4]3)[C:8]2=[O:19])[CH2:17][CH2:18]1. (4) Given the reactants [CH3:1][C:2]1[CH:7]=[C:6]([CH3:8])[NH:5][C:4](=[O:9])[C:3]=1[C:10]#[N:11].[CH3:12][C:13]([O:16][C:17](O[C:17]([O:16][C:13]([CH3:15])([CH3:14])[CH3:12])=[O:18])=[O:18])([CH3:15])[CH3:14].CCN(CC)CC.O, predict the reaction product. The product is: [C:13]([O:16][C:17](=[O:18])[NH:11][CH2:10][C:3]1[C:4](=[O:9])[NH:5][C:6]([CH3:8])=[CH:7][C:2]=1[CH3:1])([CH3:15])([CH3:14])[CH3:12]. (5) The product is: [F:10][C:11]([F:19])([S:15]([O-:18])(=[O:17])=[O:16])[CH:12]([F:14])[F:13].[CH2:2]([N+:4]1[CH:8]=[CH:7][N:6]([CH3:9])[CH:5]=1)[CH3:3]. Given the reactants [Cl-].[CH2:2]([N+:4]1[CH:8]=[CH:7][N:6]([CH3:9])[CH:5]=1)[CH3:3].[F:10][C:11]([F:19])([S:15]([O-:18])(=[O:17])=[O:16])[CH:12]([F:14])[F:13].[K+].[Cl-].[K+], predict the reaction product. (6) Given the reactants Br[C:2]1[CH:7]=[CH:6][C:5]([CH:8]([O:21][CH3:22])[C:9]([NH:11][CH2:12][C:13]2[CH:18]=[CH:17][C:16]([C:19]#[N:20])=[CH:15][CH:14]=2)=[O:10])=[C:4]([F:23])[CH:3]=1.[B:24]1([B:24]2[O:28][C:27]([CH3:30])([CH3:29])[C:26]([CH3:32])([CH3:31])[O:25]2)[O:28][C:27]([CH3:30])([CH3:29])[C:26]([CH3:32])([CH3:31])[O:25]1.C([O-])(=O)C.[K+].C1CCCCC1, predict the reaction product. The product is: [C:19]([C:16]1[CH:17]=[CH:18][C:13]([CH2:12][NH:11][C:9](=[O:10])[CH:8]([C:5]2[CH:6]=[CH:7][C:2]([B:24]3[O:28][C:27]([CH3:30])([CH3:29])[C:26]([CH3:32])([CH3:31])[O:25]3)=[CH:3][C:4]=2[F:23])[O:21][CH3:22])=[CH:14][CH:15]=1)#[N:20]. (7) The product is: [CH:24]1([CH:22]([N:15]2[CH:14]=[C:13]([C:11]3[N:10]4[CH:18]=[CH:19][N:20]=[C:9]4[CH:8]=[C:7]([C:5]4[CH:4]=[N:3][N:2]([CH3:1])[CH:6]=4)[N:12]=3)[CH:17]=[N:16]2)[CH3:21])[CH2:26][CH2:25]1. Given the reactants [CH3:1][N:2]1[CH:6]=[C:5]([C:7]2[N:12]=[C:11]([C:13]3[CH:14]=[N:15][NH:16][CH:17]=3)[N:10]3[CH:18]=[CH:19][N:20]=[C:9]3[CH:8]=2)[CH:4]=[N:3]1.[CH3:21][CH:22]([CH:24]1[CH2:26][CH2:25]1)O.C1(P(C2C=CC=CC=2)C2C=CC=CC=2)C=CC=CC=1.N(C(OCC)=O)=NC(OCC)=O, predict the reaction product. (8) Given the reactants C([BH3-])#N.[Na+].[CH2:5]([C:7]1[NH:8][C:9]2[C:14]([CH:15]=1)=[CH:13][CH:12]=[C:11]([F:16])[CH:10]=2)[CH3:6], predict the reaction product. The product is: [CH2:5]([CH:7]1[CH2:15][C:14]2[C:9](=[CH:10][C:11]([F:16])=[CH:12][CH:13]=2)[NH:8]1)[CH3:6]. (9) Given the reactants [CH3:1][C:2]1([C:21]2[S:22][CH:23]=[CH:24][CH:25]=2)[C:8]2[CH:9]=[C:10]([C:13]3[NH:17][C:16]([C:18]#[N:19])=[CH:15][CH:14]=3)[CH:11]=[CH:12][C:7]=2[NH:6][C:5](=[O:20])[CH2:4][O:3]1.[C:26](=O)([O-])[O-].[K+].[K+].IC.C(OCC)(=O)C, predict the reaction product. The product is: [CH3:26][N:17]1[C:13]([C:10]2[CH:11]=[CH:12][C:7]3[NH:6][C:5](=[O:20])[CH2:4][O:3][C:2]([CH3:1])([C:21]4[S:22][CH:23]=[CH:24][CH:25]=4)[C:8]=3[CH:9]=2)=[CH:14][CH:15]=[C:16]1[C:18]#[N:19]. (10) The product is: [C:1]([CH2:3][CH2:4][N:5]([C:10](=[O:35])[C:11]1[CH:16]=[CH:15][CH:14]=[C:13]([CH2:17][O:18][C:19]2[CH:24]=[CH:23][C:22]([C:25]3[CH:30]=[C:29]([F:31])[C:28]([F:32])=[CH:27][C:26]=3[S:33][CH3:34])=[CH:21][CH:20]=2)[CH:12]=1)[CH2:6][C:7]([O:9][CH2:36][CH3:37])=[O:8])#[N:2]. Given the reactants [C:1]([CH2:3][CH2:4][N:5]([C:10](=[O:35])[C:11]1[CH:16]=[CH:15][CH:14]=[C:13]([CH2:17][O:18][C:19]2[CH:24]=[CH:23][C:22]([C:25]3[CH:30]=[C:29]([F:31])[C:28]([F:32])=[CH:27][C:26]=3[S:33][CH3:34])=[CH:21][CH:20]=2)[CH:12]=1)[CH2:6][C:7]([OH:9])=[O:8])#[N:2].[CH3:36][CH2:37]N=C=NCCCN(C)C.Cl.C1C=C2N=NN(O)C2=CC=1.O.C(N(CC)CC)C, predict the reaction product.